From a dataset of Forward reaction prediction with 1.9M reactions from USPTO patents (1976-2016). Predict the product of the given reaction. The product is: [CH:19]1([CH2:18][N:5]([CH2:4][CH:1]2[CH2:2][CH2:3]2)[C:6]2[C:15]3[C:10](=[CH:11][CH:12]=[CH:13][CH:14]=3)[N:9]=[CH:8][C:7]=2[CH:16]=[O:17])[CH2:21][CH2:20]1. Given the reactants [CH:1]1([CH2:4][N:5]([CH2:18][CH:19]2[CH2:21][CH2:20]2)[C:6]2[C:15]3[C:10](=[CH:11][CH:12]=[CH:13][CH:14]=3)[N:9]=[CH:8][C:7]=2[CH2:16][OH:17])[CH2:3][CH2:2]1, predict the reaction product.